From a dataset of Catalyst prediction with 721,799 reactions and 888 catalyst types from USPTO. Predict which catalyst facilitates the given reaction. (1) Reactant: [F:1][C:2]([F:20])([F:19])[C:3]([N:5]1[CH2:10][CH2:9][N:8]([C:11]2[CH:16]=[CH:15][CH:14]=[CH:13][C:12]=2[O:17][CH3:18])[CH2:7][CH2:6]1)=[O:4].[Cl:21][S:22](O)(=[O:24])=[O:23]. Product: [CH3:18][O:17][C:12]1[CH:13]=[CH:14][C:15]([S:22]([Cl:21])(=[O:24])=[O:23])=[CH:16][C:11]=1[N:8]1[CH2:7][CH2:6][N:5]([C:3](=[O:4])[C:2]([F:1])([F:19])[F:20])[CH2:10][CH2:9]1. The catalyst class is: 4. (2) Reactant: [CH3:1][O:2][C:3](=[O:38])[C:4]1[CH:9]=[C:8]([O:10][C:11]2[CH:16]=[CH:15][C:14]([N+:17]([O-])=O)=[C:13]([CH2:20][C:21]3[CH:26]=[CH:25][CH:24]=[CH:23][CH:22]=3)[CH:12]=2)[CH:7]=[CH:6][C:5]=1[NH:27][S:28]([C:31]1[CH:36]=[CH:35][C:34]([CH3:37])=[CH:33][CH:32]=1)(=[O:30])=[O:29].[H][H]. Product: [CH3:1][O:2][C:3](=[O:38])[C:4]1[CH:9]=[C:8]([O:10][C:11]2[CH:16]=[CH:15][C:14]([NH2:17])=[C:13]([CH2:20][C:21]3[CH:26]=[CH:25][CH:24]=[CH:23][CH:22]=3)[CH:12]=2)[CH:7]=[CH:6][C:5]=1[NH:27][S:28]([C:31]1[CH:36]=[CH:35][C:34]([CH3:37])=[CH:33][CH:32]=1)(=[O:30])=[O:29]. The catalyst class is: 358. (3) Reactant: C(OC([N:8]1[C:12]2=[N:13][CH:14]=[C:15](Br)[CH:16]=[C:11]2[C:10]([CH:18]([C:20]2[C:25]([Cl:26])=[CH:24][CH:23]=[C:22]([F:27])[C:21]=2[OH:28])[CH3:19])=[CH:9]1)=O)(C)(C)C.[Si]([O:36][C@H:37]1[CH2:42][CH2:41][C@H:40]([N:43]2[C:47]([CH3:48])=[C:46](B3OC(C)(C)C(C)(C)O3)[CH:45]=[N:44]2)[CH2:39][CH2:38]1)(C(C)(C)C)(C)C.C(=O)([O-])[O-].[K+].[K+].O1CCOCC1.O.Cl.O. Product: [Cl:26][C:25]1[C:20]([CH:18]([C:10]2[C:11]3[C:12](=[N:13][CH:14]=[C:15]([C:46]4[CH:45]=[N:44][N:43]([C@H:40]5[CH2:41][CH2:42][C@H:37]([OH:36])[CH2:38][CH2:39]5)[C:47]=4[CH3:48])[CH:16]=3)[NH:8][CH:9]=2)[CH3:19])=[C:21]([OH:28])[C:22]([F:27])=[CH:23][CH:24]=1. The catalyst class is: 73. (4) Reactant: OC(C(F)(F)F)=O.[CH:8]([C@:11]1([C:17]([N:19]2[CH2:28][CH2:27][C:26]3[C:21](=[CH:22][C:23]([C:29]([F:32])([F:31])[F:30])=[CH:24][CH:25]=3)[CH2:20]2)=[O:18])[CH2:15][CH2:14][C@@H:13]([NH2:16])[CH2:12]1)([CH3:10])[CH3:9].[OH:33][C:34]1([C:41]2[S:45][CH:44]=[N:43][CH:42]=2)[CH2:39][CH2:38][C:37](=O)[CH2:36][CH2:35]1.C(N(CC)CC)C.C(O[BH-](OC(=O)C)OC(=O)C)(=O)C.[Na+]. Product: [CH:8]([C@:11]1([C:17]([N:19]2[CH2:28][CH2:27][C:26]3[C:21](=[CH:22][C:23]([C:29]([F:32])([F:30])[F:31])=[CH:24][CH:25]=3)[CH2:20]2)=[O:18])[CH2:15][CH2:14][C@@H:13]([NH:16][CH:37]2[CH2:36][CH2:35][C:34]([C:41]3[S:45][CH:44]=[N:43][CH:42]=3)([OH:33])[CH2:39][CH2:38]2)[CH2:12]1)([CH3:10])[CH3:9]. The catalyst class is: 793. (5) Reactant: Br[C:2]1[CH:3]=[CH:4][C:5]2[C:6]3[N:15]([CH2:16][C@H:17]4[CH2:21][O:20][C:19]([CH3:23])([CH3:22])[O:18]4)[C:14]([CH2:24][O:25][CH2:26][CH3:27])=[N:13][C:7]=3[C:8]([NH2:12])=[N:9][C:10]=2[CH:11]=1.Br.CC1(C)O[C@@H](CN2C3C4C=CC=CC=4N=C(N)C=3N=C2COCC)CO1.[OH-].[Na+]. Product: [CH3:22][C:19]1([CH3:23])[O:18][C@@H:17]([CH2:16][N:15]2[C:6]3[C:5]4[CH:4]=[CH:3][CH:2]=[CH:11][C:10]=4[N:9]=[C:8]([NH2:12])[C:7]=3[N:13]=[C:14]2[CH2:24][O:25][CH2:26][CH3:27])[CH2:21][O:20]1. The catalyst class is: 386.